From a dataset of Full USPTO retrosynthesis dataset with 1.9M reactions from patents (1976-2016). Predict the reactants needed to synthesize the given product. Given the product [BrH:10].[Br:10][C:7]1[CH:8]=[C:2]([F:1])[CH:3]=[C:4]([CH3:9])[C:5]=1[NH2:6], predict the reactants needed to synthesize it. The reactants are: [F:1][C:2]1[CH:8]=[CH:7][C:5]([NH2:6])=[C:4]([CH3:9])[CH:3]=1.[Br:10]Br.